From a dataset of Catalyst prediction with 721,799 reactions and 888 catalyst types from USPTO. Predict which catalyst facilitates the given reaction. (1) Reactant: [NH2:1][C:2]1[S:6][C:5]2[CH2:7][CH2:8][CH2:9][CH2:10][C:4]=2[C:3]=1[C:11]([C:13]1[CH:18]=[CH:17][CH:16]=[C:15]([Cl:19])[CH:14]=1)=O.[C:20]([O:27][CH3:28])(=[O:26])[CH2:21][CH2:22][C:23]([CH3:25])=O.Cl[Si](C)(C)C. Product: [CH3:25][C:23]1[N:1]=[C:2]2[S:6][C:5]3[CH2:7][CH2:8][CH2:9][CH2:10][C:4]=3[C:3]2=[C:11]([C:13]2[CH:18]=[CH:17][CH:16]=[C:15]([Cl:19])[CH:14]=2)[C:22]=1[CH2:21][C:20]([O:27][CH3:28])=[O:26]. The catalyst class is: 3. (2) Reactant: [C:1]([O:5][C:6]([N:8]1[CH2:13][C@@H:12]([C:14](=[O:37])[NH:15][CH2:16][C:17]2([CH2:31][CH2:32][CH2:33][CH2:34][O:35][CH3:36])[C:30]3[CH:29]=[CH:28][CH:27]=[CH:26][C:25]=3[O:24][C:23]3[C:18]2=[CH:19][CH:20]=[CH:21][CH:22]=3)[CH2:11][C@@H:10]([C:38](O)=[O:39])[CH2:9]1)=[O:7])([CH3:4])([CH3:3])[CH3:2].[CH2:41]([NH:43][CH2:44][C:45]1[CH:50]=[CH:49][CH:48]=[CH:47][N:46]=1)[CH3:42]. Product: [C:1]([O:5][C:6]([N:8]1[CH2:13][C@@H:12]([C:14](=[O:37])[NH:15][CH2:16][C:17]2([CH2:31][CH2:32][CH2:33][CH2:34][O:35][CH3:36])[C:30]3[CH:29]=[CH:28][CH:27]=[CH:26][C:25]=3[O:24][C:23]3[C:18]2=[CH:19][CH:20]=[CH:21][CH:22]=3)[CH2:11][C@@H:10]([C:38](=[O:39])[N:43]([CH2:41][CH3:42])[CH2:44][C:45]2[CH:50]=[CH:49][CH:48]=[CH:47][N:46]=2)[CH2:9]1)=[O:7])([CH3:2])([CH3:3])[CH3:4]. The catalyst class is: 66. (3) Reactant: CC1C=CC(S(O[CH2:12][CH2:13][CH2:14][CH2:15][C:16]2[C:24]3[C:19](=[CH:20][CH:21]=[C:22]([C:25]#[N:26])[CH:23]=3)[NH:18][CH:17]=2)(=O)=O)=CC=1.[CH3:27][CH:28]1[NH:33][CH2:32][CH2:31][N:30]([C:34]2[N:39]=[C:38]([C:40]([NH2:42])=[O:41])[CH:37]=[CH:36][N:35]=2)[CH2:29]1.C(=O)([O-])[O-].[K+].[K+].[I-].[K+]. Product: [C:25]([C:22]1[CH:23]=[C:24]2[C:19](=[CH:20][CH:21]=1)[NH:18][CH:17]=[C:16]2[CH2:15][CH2:14][CH2:13][CH2:12][N:33]1[CH2:32][CH2:31][N:30]([C:34]2[N:39]=[C:38]([C:40]([NH2:42])=[O:41])[CH:37]=[CH:36][N:35]=2)[CH2:29][CH:28]1[CH3:27])#[N:26]. The catalyst class is: 10. (4) Reactant: [CH2:1]([N:8]1[CH:16]=[N:15][C:14]2[C:9]1=[N:10][C:11]([N:25]1C(C)=CC(C)=[N:26]1)=[N:12][C:13]=2[NH:17][C:18]1[CH:23]=[CH:22][C:21]([Cl:24])=[CH:20][CH:19]=1)[C:2]1[CH:7]=[CH:6][CH:5]=[CH:4][CH:3]=1.C(N1C2C(=NC(N3C(C)=CC(C)=N3)=NC=2NC2C=CC(Cl)=CC=2)N=C1)C1C=CC=CC=1.CC(=O)CC(=O)C.O. Product: [CH2:1]([N:8]1[CH:16]=[N:15][C:14]2[C:9]1=[N:10][C:11]([NH:25][NH2:26])=[N:12][C:13]=2[NH:17][C:18]1[CH:23]=[CH:22][C:21]([Cl:24])=[CH:20][CH:19]=1)[C:2]1[CH:7]=[CH:6][CH:5]=[CH:4][CH:3]=1. The catalyst class is: 8. (5) Reactant: [NH2:1][C@H:2]1[CH2:7][CH2:6][C@H:5]([OH:8])[CH2:4][CH2:3]1.[C:9]1(=O)[O:13][CH2:12][CH2:11][CH2:10]1. Product: [OH:8][C@H:5]1[CH2:6][CH2:7][C@H:2]([N:1]2[CH2:9][CH2:10][CH2:11][C:12]2=[O:13])[CH2:3][CH2:4]1. The catalyst class is: 6. (6) Reactant: [Cl-].[OH:2][C:3]1([C:9]#[C:10][Si:11]([CH3:14])([CH3:13])[CH3:12])[CH2:8][CH2:7][NH2+:6][CH2:5][CH2:4]1.C(Cl)CCl.[N:19]1([C:24]2[CH:29]=[CH:28][C:27]([CH2:30][C:31](O)=[O:32])=[CH:26][CH:25]=2)[CH:23]=[N:22][N:21]=[N:20]1.C(N(CC)CC)C. Product: [OH:2][C:3]1([C:9]#[C:10][Si:11]([CH3:13])([CH3:12])[CH3:14])[CH2:8][CH2:7][N:6]([C:31](=[O:32])[CH2:30][C:27]2[CH:26]=[CH:25][C:24]([N:19]3[CH:23]=[N:22][N:21]=[N:20]3)=[CH:29][CH:28]=2)[CH2:5][CH2:4]1. The catalyst class is: 4. (7) Reactant: [Cl:1][C:2]1[N:7]=[C:6](Cl)[C:5]([F:9])=[CH:4][N:3]=1.[C:10]1([NH2:17])[CH:15]=[CH:14][CH:13]=[CH:12][C:11]=1[NH2:16].CCN(C(C)C)C(C)C. Product: [Cl:1][C:2]1[N:7]=[C:6]([NH:16][C:11]2[C:10]([NH2:17])=[CH:15][CH:14]=[CH:13][CH:12]=2)[C:5]([F:9])=[CH:4][N:3]=1. The catalyst class is: 51.